From a dataset of Full USPTO retrosynthesis dataset with 1.9M reactions from patents (1976-2016). Predict the reactants needed to synthesize the given product. (1) Given the product [C:38](=[O:52])([O:40][CH2:41][CH:42]([C:45]1[CH:50]=[CH:49][CH:48]=[CH:47][C:46]=1[Cl:51])[CH2:43][NH:44][C:21](=[O:22])[CH2:20][N:10]1[C:11](=[O:19])[N:12](/[CH:13]=[CH:14]/[C:15]([F:18])([F:17])[F:16])[C:8]([C:5]2[CH:4]=[CH:3][C:2]([Cl:1])=[CH:7][CH:6]=2)=[N:9]1)[NH2:39], predict the reactants needed to synthesize it. The reactants are: [Cl:1][C:2]1[CH:7]=[CH:6][C:5]([C:8]2[N:12](/[CH:13]=[CH:14]/[C:15]([F:18])([F:17])[F:16])[C:11](=[O:19])[N:10]([CH2:20][C:21](O)=[O:22])[N:9]=2)=[CH:4][CH:3]=1.C(Cl)CCl.C1C=CC2N(O)N=NC=2C=1.[C:38](=[O:52])([O:40][CH2:41][CH:42]([C:45]1[CH:50]=[CH:49][CH:48]=[CH:47][C:46]=1[Cl:51])[CH2:43][NH2:44])[NH2:39]. (2) Given the product [CH:1]1([C:6]2([CH2:7][CH2:8][C:9]3[CH:14]=[CH:13][C:12]([C:15]4([C:19]#[N:20])[CH2:18][CH2:17][CH2:16]4)=[C:11]([F:21])[CH:10]=3)[CH2:22][C:23](=[O:24])[CH2:28][C:27](=[O:29])[O:32]2)[CH2:5][CH2:4][CH2:3][CH2:2]1, predict the reactants needed to synthesize it. The reactants are: [CH:1]1([C:6]([OH:32])([CH2:22][C:23]2[O:24]C(C)(C)O[C:27](=[O:29])[CH:28]=2)[CH2:7][CH2:8][C:9]2[CH:14]=[CH:13][C:12]([C:15]3([C:19]#[N:20])[CH2:18][CH2:17][CH2:16]3)=[C:11]([F:21])[CH:10]=2)[CH2:5][CH2:4][CH2:3][CH2:2]1.C1(C(O)(CC2OC(C)(C)OC(=O)C=2)CCC2C=CC(C3(C#N)CC3)=C(F)C=2)CCCC1. (3) Given the product [CH2:1]([O:3][C:4](=[O:17])[CH2:5][C:6]1[C:7]2[C:14]([OH:15])=[CH:13][CH:12]=[CH:11][C:8]=2[S:9][CH:10]=1)[CH3:2], predict the reactants needed to synthesize it. The reactants are: [CH2:1]([O:3][C:4](=[O:17])[CH2:5][C:6]1[C:7]2[C:14]([O:15]C)=[CH:13][CH:12]=[CH:11][C:8]=2[S:9][CH:10]=1)[CH3:2].B(Br)(Br)Br.